Dataset: Catalyst prediction with 721,799 reactions and 888 catalyst types from USPTO. Task: Predict which catalyst facilitates the given reaction. (1) Reactant: C[O:2][C:3](=[O:48])[C:4]1[CH:9]=[C:8]([O:10][C:11]2[CH:16]=[CH:15][C:14]([NH:17][S:18]([C:21]3[CH:26]=[CH:25][C:24]([CH3:27])=[CH:23][CH:22]=3)(=[O:20])=[O:19])=[C:13]([N:28]([CH2:30][C:31]3[CH:36]=[CH:35][CH:34]=[CH:33][CH:32]=3)[CH3:29])[CH:12]=2)[CH:7]=[CH:6][C:5]=1[NH:37][S:38]([C:41]1[CH:46]=[CH:45][C:44]([CH3:47])=[CH:43][CH:42]=1)(=[O:40])=[O:39].[Li+].[OH-].O.Cl. Product: [CH2:30]([N:28]([CH3:29])[C:13]1[CH:12]=[C:11]([CH:16]=[CH:15][C:14]=1[NH:17][S:18]([C:21]1[CH:22]=[CH:23][C:24]([CH3:27])=[CH:25][CH:26]=1)(=[O:20])=[O:19])[O:10][C:8]1[CH:7]=[CH:6][C:5]([NH:37][S:38]([C:41]2[CH:46]=[CH:45][C:44]([CH3:47])=[CH:43][CH:42]=2)(=[O:39])=[O:40])=[C:4]([CH:9]=1)[C:3]([OH:48])=[O:2])[C:31]1[CH:32]=[CH:33][CH:34]=[CH:35][CH:36]=1. The catalyst class is: 1. (2) Reactant: [Br:1][C:2]1[C:10]2[C:5](=[CH:6][N+:7]([O-])=[CH:8][CH:9]=2)[S:4][C:3]=1[CH3:12].P(Cl)(Cl)([Cl:15])=O. The catalyst class is: 22. Product: [Br:1][C:2]1[C:10]2[C:5](=[C:6]([Cl:15])[N:7]=[CH:8][CH:9]=2)[S:4][C:3]=1[CH3:12]. (3) Reactant: Cl.[CH3:2][O:3][C:4](=[O:16])[CH2:5][CH:6]1[CH2:15][CH2:14][C:9]2(OCC[O:10]2)[CH2:8][CH2:7]1. Product: [CH3:2][O:3][C:4](=[O:16])[CH2:5][CH:6]1[CH2:15][CH2:14][C:9](=[O:10])[CH2:8][CH2:7]1. The catalyst class is: 21. (4) Reactant: [CH3:1][C:2]1[C:3]([O:11][C:12]2[CH:17]=[CH:16][CH:15]=[C:14]([CH2:18][CH2:19][CH3:20])[CH:13]=2)=[N:4][CH:5]=[C:6]([N+:8]([O-])=O)[CH:7]=1.CCOC(C)=O. Product: [NH2:8][C:6]1[CH:7]=[C:2]([CH3:1])[C:3]([O:11][C:12]2[CH:17]=[CH:16][CH:15]=[C:14]([CH2:18][CH2:19][CH3:20])[CH:13]=2)=[N:4][CH:5]=1. The catalyst class is: 5. (5) Reactant: [Br:1][C:2]1[CH:10]=[C:9]([NH2:11])[CH:8]=[C:7]2[C:3]=1[CH:4]=[CH:5][NH:6]2.C(N(CC)CC)C.[C:19]1([S:25](Cl)(=[O:27])=[O:26])[CH:24]=[CH:23][CH:22]=[CH:21][CH:20]=1. Product: [Br:1][C:2]1[CH:10]=[C:9]([NH:11][S:25]([C:19]2[CH:24]=[CH:23][CH:22]=[CH:21][CH:20]=2)(=[O:27])=[O:26])[CH:8]=[C:7]2[C:3]=1[CH:4]=[CH:5][NH:6]2. The catalyst class is: 17. (6) Reactant: [CH3:1][O:2][C:3]1[CH:4]=[C:5]2[C:10](=[CH:11][C:12]=1[O:13][CH3:14])[N:9]=[CH:8][N:7]=[C:6]2[O:15][C:16]1[CH:22]=[CH:21][C:19]([NH2:20])=[CH:18][CH:17]=1.ClC(Cl)(O[C:27](=[O:33])OC(Cl)(Cl)Cl)Cl.[CH2:35]([NH2:38])[CH2:36][CH3:37].CO. Product: [CH3:1][O:2][C:3]1[CH:4]=[C:5]2[C:10](=[CH:11][C:12]=1[O:13][CH3:14])[N:9]=[CH:8][N:7]=[C:6]2[O:15][C:16]1[CH:22]=[CH:21][C:19]([NH:20][C:27]([NH:38][CH2:35][CH2:36][CH3:37])=[O:33])=[CH:18][CH:17]=1. The catalyst class is: 542. (7) Reactant: [O:1]=[C:2]1[N:6]([C:7]2[CH:8]=[CH:9][C:10]3[C:16](=[O:17])[CH2:15][CH2:14][CH2:13][CH2:12][C:11]=3[CH:18]=2)[CH2:5][C@H:4]([CH2:19][NH:20][C:21](=[O:23])[CH3:22])[O:3]1.[Li+].CC([N-]C(C)C)C.[F:32][C:33]([F:40])([F:39])[C:34](OCC)=[O:35]. Product: [O:1]=[C:2]1[N:6]([C:7]2[CH:8]=[CH:9][C:10]3[C:16](=[O:17])[CH:15]([C:34](=[O:35])[C:33]([F:40])([F:39])[F:32])[CH2:14][CH2:13][CH2:12][C:11]=3[CH:18]=2)[CH2:5][C@H:4]([CH2:19][NH:20][C:21](=[O:23])[CH3:22])[O:3]1. The catalyst class is: 1.